Dataset: Catalyst prediction with 721,799 reactions and 888 catalyst types from USPTO. Task: Predict which catalyst facilitates the given reaction. Reactant: [Si:1]([O:18][CH2:19][C@H:20]([C:22]1[N:23]([CH3:45])[C:24](=[O:44])[C:25]2[C:30]([C:31]=1[C:32]1[C:33]([CH3:43])=[C:34]3[C:39](=[C:40]([F:42])[CH:41]=1)[O:38][CH2:37][CH2:36][CH2:35]3)=[CH:29][CH:28]=[CH:27][CH:26]=2)[OH:21])([C:14]([CH3:17])([CH3:16])[CH3:15])([C:8]1[CH:13]=[CH:12][CH:11]=[CH:10][CH:9]=1)[C:2]1[CH:7]=[CH:6][CH:5]=[CH:4][CH:3]=1.C(O[C:50]([CH3:53])([CH3:52])[CH3:51])(=O)C.C([O-])(O)=O.[Na+]. Product: [C:50]([O:21][C@@H:20]([C:22]1[N:23]([CH3:45])[C:24](=[O:44])[C:25]2[C:30]([C:31]=1[C:32]1[C:33]([CH3:43])=[C:34]3[C:39](=[C:40]([F:42])[CH:41]=1)[O:38][CH2:37][CH2:36][CH2:35]3)=[CH:29][CH:28]=[CH:27][CH:26]=2)[CH2:19][O:18][Si:1]([C:14]([CH3:15])([CH3:16])[CH3:17])([C:8]1[CH:13]=[CH:12][CH:11]=[CH:10][CH:9]=1)[C:2]1[CH:7]=[CH:6][CH:5]=[CH:4][CH:3]=1)([CH3:53])([CH3:52])[CH3:51]. The catalyst class is: 519.